The task is: Regression/Classification. Given a drug SMILES string, predict its toxicity properties. Task type varies by dataset: regression for continuous values (e.g., LD50, hERG inhibition percentage) or binary classification for toxic/non-toxic outcomes (e.g., AMES mutagenicity, cardiotoxicity, hepatotoxicity). Dataset: herg_karim.. This data is from hERG potassium channel inhibition data for cardiac toxicity prediction from Karim et al.. (1) The molecule is CCOC(=O)C1CCC(N2CC(NC(=O)CNc3nn(CC(F)(F)F)c4ccc(C(F)(F)F)cc34)C2)CC1. The result is 1 (blocker). (2) The molecule is CCN1CCN(c2cc3[nH]c(C(=O)[C@]4(C)CC[C@](C)(O)CC4)nc3cc2Cl)CC1. The result is 1 (blocker).